From a dataset of Reaction yield outcomes from USPTO patents with 853,638 reactions. Predict the reaction yield, written as a fraction of the theoretical maximum amount of product (1.0 means a 100% yield; for example, 0.34 means a 34% yield). (1) The reactants are C([O:3][C:4](=O)[CH2:5][C:6]([C:8]1[CH:13]=[CH:12][CH:11]=[CH:10][C:9]=1[O:14][CH2:15][CH2:16][O:17][CH3:18])=O)C.[NH2:20][C:21]([NH2:23])=[S:22].C([O-])([O-])=O.[K+].[K+].Cl. The catalyst is COCCO.O. The product is [CH3:18][O:17][CH2:16][CH2:15][O:14][C:9]1[CH:10]=[CH:11][CH:12]=[CH:13][C:8]=1[C:6]1[NH:23][C:21](=[S:22])[NH:20][C:4](=[O:3])[CH:5]=1. The yield is 0.600. (2) The reactants are O[C:2]1([C:16]2[C:24]([OH:25])=[CH:23][C:19]3[O:20][CH2:21][O:22][C:18]=3[CH:17]=2)[C:10]2[C:5](=[C:6]([C:11]([F:14])([F:13])[F:12])[CH:7]=[CH:8][CH:9]=2)[NH:4][C:3]1=[O:15].FC(F)(F)C(O)=O.C([SiH](CC)CC)C. No catalyst specified. The product is [OH:25][C:24]1[C:16]([CH:2]2[C:10]3[C:5](=[C:6]([C:11]([F:14])([F:13])[F:12])[CH:7]=[CH:8][CH:9]=3)[NH:4][C:3]2=[O:15])=[CH:17][C:18]2[O:22][CH2:21][O:20][C:19]=2[CH:23]=1. The yield is 0.880.